This data is from Reaction yield outcomes from USPTO patents with 853,638 reactions. The task is: Predict the reaction yield, written as a fraction of the theoretical maximum amount of product (1.0 means a 100% yield; for example, 0.34 means a 34% yield). (1) The yield is 0.560. The catalyst is C(#N)CC.CN(C=O)C.CC([O-])=O.CC([O-])=O.[Pd+2]. The reactants are Br[C:2]1[CH:15]=[N:14][C:5]2[NH:6][C:7](=[O:13])[C:8]([CH3:12])([CH3:11])[NH:9][CH2:10][C:4]=2[CH:3]=1.[CH3:16][N:17]([CH2:22][C:23]1[S:27][C:26]2[CH:28]=[CH:29][CH:30]=[CH:31][C:25]=2[C:24]=1[CH3:32])[C:18](=[O:21])[CH:19]=[CH2:20].C(N(C(C)C)C(C)C)C.CC1C=CC=CC=1P(C1C=CC=CC=1C)C1C=CC=CC=1C. The product is [CH3:11][C:8]1([CH3:12])[C:7](=[O:13])[NH:6][C:5]2[N:14]=[CH:15][C:2](/[CH:20]=[CH:19]/[C:18]([N:17]([CH3:16])[CH2:22][C:23]3[S:27][C:26]4[CH:28]=[CH:29][CH:30]=[CH:31][C:25]=4[C:24]=3[CH3:32])=[O:21])=[CH:3][C:4]=2[CH2:10][NH:9]1. (2) The yield is 0.890. The reactants are [NH2:1][C:2]1[CH:7]=[CH:6][C:5]([C:8]2[C:12]3[C:13]([NH2:18])=[N:14][CH:15]=[C:16]([I:17])[C:11]=3[O:10][CH:9]=2)=[CH:4][C:3]=1[O:19][CH3:20].[CH3:21][N:22]1[C:30]2[C:25](=[CH:26][CH:27]=[CH:28][CH:29]=2)[CH:24]=[C:23]1[C:31](Cl)=[O:32]. The product is [NH2:18][C:13]1[C:12]2[C:8]([C:5]3[CH:6]=[CH:7][C:2]([NH:1][C:31]([C:23]4[N:22]([CH3:21])[C:30]5[C:25]([CH:24]=4)=[CH:26][CH:27]=[CH:28][CH:29]=5)=[O:32])=[C:3]([O:19][CH3:20])[CH:4]=3)=[CH:9][O:10][C:11]=2[C:16]([I:17])=[CH:15][N:14]=1. The catalyst is N1C=CC=CC=1. (3) The reactants are [CH3:1][N:2]1[C:10]2[C@@:9]3([CH3:14])[C:11]([CH3:13])([CH3:12])[C@H:6]([CH2:7][CH2:8]3)[C:5]=2[C:4](=[O:15])[NH:3]1.Br[CH2:17][C:18]1[CH:27]=[CH:26][CH:25]=[CH:24][C:19]=1[C:20]([O:22][CH3:23])=[O:21]. The catalyst is CN(C)C=O. The product is [CH3:23][O:22][C:20](=[O:21])[C:19]1[CH:24]=[CH:25][CH:26]=[CH:27][C:18]=1[CH2:17][N:3]1[C:4](=[O:15])[C:5]2[C@@H:6]3[C:11]([CH3:12])([CH3:13])[C@@:9]([CH3:14])([CH2:8][CH2:7]3)[C:10]=2[N:2]1[CH3:1]. The yield is 0.590. (4) The reactants are [F:1][C:2]1[CH:31]=[C:30](F)[CH:29]=[CH:28][C:3]=1[CH2:4][N:5]1[C:10](=[O:11])[CH:9]=[CH:8][C:7]([CH2:12][C:13]2[C:21]3[C:16](=[CH:17][CH:18]=[CH:19][CH:20]=3)[N:15]([CH2:22][C:23]([O:25][CH3:26])=[O:24])[C:14]=2[CH3:27])=[CH:6]1.CC1N(CC(OC)=O)C2C(C=1CC1C=CC(=O)NC=1)=CC=CC=2.C(=O)([O-])[O-].[K+].[K+].[F:62]C1C=CC(F)=CC=1CBr. No catalyst specified. The product is [F:1][C:2]1[CH:31]=[CH:30][C:29]([F:62])=[CH:28][C:3]=1[CH2:4][N:5]1[C:10](=[O:11])[CH:9]=[CH:8][C:7]([CH2:12][C:13]2[C:21]3[C:16](=[CH:17][CH:18]=[CH:19][CH:20]=3)[N:15]([CH2:22][C:23]([O:25][CH3:26])=[O:24])[C:14]=2[CH3:27])=[CH:6]1. The yield is 0.690. (5) The reactants are [CH:1]1([C:4]2[N:9]=[C:8]([CH2:10][N:11]3[C:19]4[C:14](=[C:15]([NH:20][C:21]([C:23]5[N:27]6[CH:28]=[CH:29][C:30](F)=[CH:31][C:26]6=[N:25][CH:24]=5)=[O:22])[CH:16]=[CH:17][CH:18]=4)[C:13]([CH3:33])=[N:12]3)[CH:7]=[CH:6][CH:5]=2)[CH2:3][CH2:2]1.[CH3:34][C@@H:35]1[N:40]([CH3:41])[CH2:39][CH2:38][N:37]([CH2:42][CH2:43][OH:44])[CH2:36]1.CC(C)([O-])C.[K+]. The catalyst is C(O)(C)(C)C.O. The product is [CH:1]1([C:4]2[N:9]=[C:8]([CH2:10][N:11]3[C:19]4[C:14](=[C:15]([NH:20][C:21]([C:23]5[N:27]6[CH:28]=[CH:29][C:30]([O:44][CH2:43][CH2:42][N:37]7[CH2:38][CH2:39][N:40]([CH3:41])[C@@H:35]([CH3:34])[CH2:36]7)=[CH:31][C:26]6=[N:25][CH:24]=5)=[O:22])[CH:16]=[CH:17][CH:18]=4)[C:13]([CH3:33])=[N:12]3)[CH:7]=[CH:6][CH:5]=2)[CH2:3][CH2:2]1. The yield is 0.310. (6) The reactants are [O:1]=[S:2]1(=[O:16])[CH2:7][CH2:6][N:5]([CH2:8][C:9]2[CH:15]=[CH:14][C:12]([NH2:13])=[CH:11][CH:10]=2)[CH2:4][CH2:3]1.[CH3:17][C:18]1([CH3:34])[C:22]([CH3:24])([CH3:23])[O:21][B:20]([C:25]2[CH:33]=[CH:32][C:28]([C:29](O)=[O:30])=[CH:27][CH:26]=2)[O:19]1.CN(C(ON1N=NC2C=CC=CC1=2)=[N+](C)C)C.F[P-](F)(F)(F)(F)F.CN1CCOCC1. The catalyst is CC#N.CC1(C)C(C)(C)OB(C2C=CC(C(O)=O)=CC=2)O1.CN(C(ON1N=NC2C=CC=CC1=2)=[N+](C)C)C.F[P-](F)(F)(F)(F)F. The product is [O:16]=[S:2]1(=[O:1])[CH2:3][CH2:4][N:5]([CH2:8][C:9]2[CH:15]=[CH:14][C:12]([NH:13][C:29](=[O:30])[C:28]3[CH:27]=[CH:26][C:25]([B:20]4[O:21][C:22]([CH3:23])([CH3:24])[C:18]([CH3:34])([CH3:17])[O:19]4)=[CH:33][CH:32]=3)=[CH:11][CH:10]=2)[CH2:6][CH2:7]1. The yield is 0.930. (7) The reactants are [CH3:1][O:2][C:3]([C:5]1[NH:6][N:7]=[C:8]([OH:10])[CH:9]=1)=[O:4].[C:11](=O)([O-])[O-].[Cs+].[Cs+].CI. The catalyst is CN(C=O)C. The product is [CH3:1][O:2][C:3]([C:5]1[N:6]([CH3:11])[N:7]=[C:8]([OH:10])[CH:9]=1)=[O:4]. The yield is 0.170. (8) The reactants are [I:1][C:2]1[CH:3]=[C:4]([N:8]2[C:16]3[C:11](=[CH:12][CH:13]=[CH:14][CH:15]=3)[C:10]([C:17]([O:19]C)=O)=[N:9]2)[CH:5]=[CH:6][CH:7]=1.[NH3:21]. The catalyst is CO. The product is [I:1][C:2]1[CH:3]=[C:4]([N:8]2[C:16]3[C:11](=[CH:12][CH:13]=[CH:14][CH:15]=3)[C:10]([C:17]([NH2:21])=[O:19])=[N:9]2)[CH:5]=[CH:6][CH:7]=1. The yield is 0.890.